Task: Predict the product of the given reaction.. Dataset: Forward reaction prediction with 1.9M reactions from USPTO patents (1976-2016) (1) Given the reactants [BH4-].[Na+].[Br:3][CH2:4][C:5]([C:7]1[S:11][C:10]([C:12]#[N:13])=[CH:9][CH:8]=1)=[O:6].Br, predict the reaction product. The product is: [Br:3][CH2:4][CH:5]([C:7]1[S:11][C:10]([C:12]#[N:13])=[CH:9][CH:8]=1)[OH:6]. (2) Given the reactants [F:1][C:2]1[N:7]=[CH:6][C:5]([NH2:8])=[CH:4][CH:3]=1.C([Mg]Cl)(C)C.[CH3:14][O:15][C@@H:16]1[CH2:20][N:19]([C:21]([O:23][CH2:24][C:25]2[CH:30]=[CH:29][CH:28]=[CH:27][CH:26]=2)=[O:22])[C@H:18]([C:31](OC)=[O:32])[CH2:17]1, predict the reaction product. The product is: [F:1][C:2]1[N:7]=[CH:6][C:5]([NH:8][C:31]([C@@H:18]2[CH2:17][C@H:16]([O:15][CH3:14])[CH2:20][N:19]2[C:21]([O:23][CH2:24][C:25]2[CH:30]=[CH:29][CH:28]=[CH:27][CH:26]=2)=[O:22])=[O:32])=[CH:4][CH:3]=1. (3) Given the reactants [NH:1]1[C:9]2[C:4](=[CH:5][CH:6]=[CH:7][CH:8]=2)[C:3]([CH2:10][C@H:11]([NH2:13])[CH3:12])=[CH:2]1.C(N(CC)C(C)C)(C)C.[Si:23]([O:40][CH2:41][C:42]([F:53])([CH3:52])[CH2:43]OS(C(F)(F)F)(=O)=O)([C:36]([CH3:39])([CH3:38])[CH3:37])([C:30]1[CH:35]=[CH:34][CH:33]=[CH:32][CH:31]=1)[C:24]1[CH:29]=[CH:28][CH:27]=[CH:26][CH:25]=1, predict the reaction product. The product is: [NH:1]1[C:9]2[C:4](=[CH:5][CH:6]=[CH:7][CH:8]=2)[C:3]([CH2:10][C@H:11]([NH:13][CH2:52][C:42]([F:53])([CH3:43])[CH2:41][O:40][Si:23]([C:36]([CH3:39])([CH3:38])[CH3:37])([C:30]2[CH:31]=[CH:32][CH:33]=[CH:34][CH:35]=2)[C:24]2[CH:29]=[CH:28][CH:27]=[CH:26][CH:25]=2)[CH3:12])=[CH:2]1. (4) Given the reactants [F:1][C:2]1[CH:3]=[C:4]([C:20]([NH2:22])=[O:21])[C:5]2[O:9][C:8]([C:10]3[CH:15]=[CH:14][C:13]([CH2:16][NH:17][CH3:18])=[CH:12][CH:11]=3)=[CH:7][C:6]=2[CH:19]=1.C([Cl:26])(=O)C, predict the reaction product. The product is: [ClH:26].[F:1][C:2]1[CH:3]=[C:4]([C:20]([NH2:22])=[O:21])[C:5]2[O:9][C:8]([C:10]3[CH:15]=[CH:14][C:13]([CH2:16][NH:17][CH3:18])=[CH:12][CH:11]=3)=[CH:7][C:6]=2[CH:19]=1. (5) The product is: [F:1][C:2]1[CH:3]=[C:4]2[C:8](=[CH:9][C:10]=1[NH:11][C:12](=[O:13])[CH2:14][OH:15])[NH:7][C:6](=[O:19])[CH2:5]2. Given the reactants [F:1][C:2]1[CH:3]=[C:4]2[C:8](=[CH:9][C:10]=1[NH:11][C:12]([CH2:14][O:15]C(=O)C)=[O:13])[NH:7][C:6](=[O:19])[CH2:5]2.O.[OH-].[Na+], predict the reaction product. (6) Given the reactants C(OC(=O)C[C@@H](NC(OC(C)(C)C)=O)C(N[C@H](C(=O)NC)C(C)(C)C)=O)C1C=CC=CC=1.[CH2:33]([O:40][C:41](=[O:66])[CH2:42][C@@H:43]([C:47]1[CH:51]=[CH:50][N:49]([C:52]2[CH:57]=[CH:56][C:55]([C:58]3[CH:63]=[CH:62][C:61]([C:64]#[N:65])=[CH:60][CH:59]=3)=[CH:54][CH:53]=2)[CH:48]=1)[C:44](O)=[O:45])[C:34]1[CH:39]=[CH:38][CH:37]=[CH:36][CH:35]=1.[NH2:67][C@H:68]([C:73]1[NH:74][CH:75]=[CH:76][N:77]=1)[CH2:69][CH:70]([CH3:72])[CH3:71].CN(C(ON1N=NC2C=CC=CC1=2)=[N+](C)C)C.[B-](F)(F)(F)F, predict the reaction product. The product is: [CH2:33]([O:40][C:41](=[O:66])[CH2:42][C@@H:43]([C:47]1[CH:51]=[CH:50][N:49]([C:52]2[CH:57]=[CH:56][C:55]([C:58]3[CH:59]=[CH:60][C:61]([C:64]#[N:65])=[CH:62][CH:63]=3)=[CH:54][CH:53]=2)[CH:48]=1)[C:44]([NH:67][C@H:68]([C:73]1[NH:77][CH:76]=[CH:75][N:74]=1)[CH2:69][CH:70]([CH3:72])[CH3:71])=[O:45])[C:34]1[CH:39]=[CH:38][CH:37]=[CH:36][CH:35]=1.